The task is: Predict the reaction yield, written as a fraction of the theoretical maximum amount of product (1.0 means a 100% yield; for example, 0.34 means a 34% yield).. This data is from Reaction yield outcomes from USPTO patents with 853,638 reactions. (1) The reactants are [NH:1]1[CH:5]=[CH:4][CH:3]=[C:2]1[CH:6]=[O:7].Br[CH2:9][CH2:10][CH2:11][O:12][CH3:13].[H-].[Na+]. The catalyst is CN(C=O)C. The product is [CH3:13][O:12][CH2:11][CH2:10][CH2:9][N:1]1[CH:5]=[CH:4][CH:3]=[C:2]1[CH:6]=[O:7]. The yield is 0.990. (2) The reactants are [NH2:1][C:2]1[C:11]2[C:6](=[C:7](I)[CH:8]=[CH:9][CH:10]=2)[N:5]=[N:4][C:3]=1[C:13]([NH:15][CH2:16][CH2:17][CH3:18])=[O:14].[CH3:19][C:20]1[CH:25]=[CH:24][C:23]([CH3:26])=[CH:22][C:21]=1B(O)O. No catalyst specified. The product is [NH2:1][C:2]1[C:11]2[C:6](=[C:7]([C:21]3[CH:22]=[C:23]([CH3:26])[CH:24]=[CH:25][C:20]=3[CH3:19])[CH:8]=[CH:9][CH:10]=2)[N:5]=[N:4][C:3]=1[C:13]([NH:15][CH2:16][CH2:17][CH3:18])=[O:14]. The yield is 0.830. (3) The reactants are [Br:1][C:2]1[CH:7]=[C:6]([O:8][CH3:9])[C:5]([OH:10])=[C:4]([O:11][CH3:12])[CH:3]=1.[OH-].[K+].Br[C:16](P(=O)(OCC)OCC)([F:18])[F:17]. The catalyst is CC#N.O. The product is [Br:1][C:2]1[CH:3]=[C:4]([O:11][CH3:12])[C:5]([O:10][CH:16]([F:18])[F:17])=[C:6]([O:8][CH3:9])[CH:7]=1. The yield is 0.620. (4) The reactants are BrC[CH2:3][C:4]1[CH:11]=[CH:10][C:7]([CH:8]=[O:9])=[CH:6][CH:5]=1.C([O-])([O-])=O.[K+].[K+].[CH:18]([N:21]([CH:25]1[CH2:30][CH2:29][NH:28][CH2:27][CH2:26]1)[C:22](=[O:24])[CH3:23])([CH3:20])[CH3:19]. The catalyst is CN(C=O)C. The product is [CH:8]([C:7]1[CH:6]=[CH:5][C:4]([CH2:3][N:28]2[CH2:29][CH2:30][CH:25]([N:21]([CH:18]([CH3:20])[CH3:19])[C:22](=[O:24])[CH3:23])[CH2:26][CH2:27]2)=[CH:11][CH:10]=1)=[O:9]. The yield is 0.610. (5) The catalyst is O(C1C=CC=CC=1)C1C=CC=CC=1. The product is [Cl:21][C:10]1[CH:9]=[C:8]2[C:13]([C:4]([OH:24])=[C:5]([C:22]#[N:23])[CH:6]=[N:7]2)=[CH:12][C:11]=1[C:14]1[CH:15]=[CH:16][C:17]([Cl:20])=[CH:18][CH:19]=1. The reactants are C(O[C:4](=[O:24])/[C:5](/[C:22]#[N:23])=[CH:6]/[NH:7][C:8]1[CH:13]=[CH:12][C:11]([C:14]2[CH:19]=[CH:18][C:17]([Cl:20])=[CH:16][CH:15]=2)=[C:10]([Cl:21])[CH:9]=1)C. The yield is 0.340. (6) The reactants are F[B-](F)(F)F.[CH2:6]([N+:10]1[C:18]2[C:13]3[C:14](=[CH:19][CH:20]=[CH:21][C:12]=3[C:11]=1[CH:22]=[CH:23][C:24]1[CH2:29][CH2:28][CH2:27][C:26](=[CH:30][CH:31]=[C:32]3[C:40]4[CH:41]=[CH:42][CH:43]=[C:38]5[C:39]=4[C:34](=[CH:35][CH:36]=[CH:37]5)[N:33]3[CH2:44][CH2:45][CH2:46][CH3:47])[C:25]=1[C:48]1[CH:53]=[CH:52][CH:51]=[CH:50][CH:49]=1)[CH:15]=[CH:16][CH:17]=2)[CH2:7][CH2:8][CH3:9].[F:54][C:55]([F:72])([S:68]([O-:71])(=[O:70])=[O:69])[CH:56]([O:61][C:62](=[O:67])[C:63]([CH3:66])([CH3:65])[CH3:64])[C:57]([F:60])([F:59])[F:58].[Na+].O. The catalyst is C(Cl)Cl. The product is [F:72][C:55]([F:54])([S:68]([O-:71])(=[O:69])=[O:70])[CH:56]([O:61][C:62](=[O:67])[C:63]([CH3:65])([CH3:66])[CH3:64])[C:57]([F:58])([F:60])[F:59].[CH2:6]([N+:10]1[C:18]2[C:13]3[C:14](=[CH:19][CH:20]=[CH:21][C:12]=3[C:11]=1[CH:22]=[CH:23][C:24]1[CH2:29][CH2:28][CH2:27][C:26](=[CH:30][CH:31]=[C:32]3[C:40]4[CH:41]=[CH:42][CH:43]=[C:38]5[C:39]=4[C:34](=[CH:35][CH:36]=[CH:37]5)[N:33]3[CH2:44][CH2:45][CH2:46][CH3:47])[C:25]=1[C:48]1[CH:53]=[CH:52][CH:51]=[CH:50][CH:49]=1)[CH:15]=[CH:16][CH:17]=2)[CH2:7][CH2:8][CH3:9]. The yield is 0.930.